From a dataset of Forward reaction prediction with 1.9M reactions from USPTO patents (1976-2016). Predict the product of the given reaction. (1) The product is: [F:1][C:2]([F:10])([F:11])[O:3][CH2:4][CH2:5][CH2:6][C:7]([NH:9][C:23](=[O:24])[O:25][C:26]([CH3:28])=[CH2:27])=[O:8]. Given the reactants [F:1][C:2]([F:11])([F:10])[O:3][CH2:4][CH2:5][CH2:6][C:7]([NH2:9])=[O:8].[Li+].C[Si]([N-][Si](C)(C)C)(C)C.Cl[C:23]([O:25][C:26]([CH3:28])=[CH2:27])=[O:24], predict the reaction product. (2) Given the reactants [S:1]1[CH:5]=[CH:4][CH:3]=[C:2]1[S:6]([N:9]1[CH2:14][CH2:13][N:12]([C:15]2[CH:20]=[CH:19][C:18]([C:21]([OH:27])([CH3:26])[C:22]([F:25])([F:24])[F:23])=[CH:17][CH:16]=2)[CH:11]([CH:28]=O)[CH2:10]1)(=[O:8])=[O:7].[NH:30]1[CH2:35][CH2:34][O:33][CH2:32][CH2:31]1.C(O[BH-](OC(=O)C)OC(=O)C)(=O)C.[Na+].C(O)(=O)C, predict the reaction product. The product is: [F:25][C:22]([F:23])([F:24])[C:21]([C:18]1[CH:17]=[CH:16][C:15]([N:12]2[CH2:13][CH2:14][N:9]([S:6]([C:2]3[S:1][CH:5]=[CH:4][CH:3]=3)(=[O:7])=[O:8])[CH2:10][CH:11]2[CH2:28][N:30]2[CH2:35][CH2:34][O:33][CH2:32][CH2:31]2)=[CH:20][CH:19]=1)([OH:27])[CH3:26]. (3) Given the reactants [CH:1]1([C:4]2[CH:9]=[C:8]([C:10]([O:12][CH3:13])=[O:11])[C:7](OS(C(F)(F)F)(=O)=O)=[CH:6][C:5]=2[C:22]2[CH:27]=[CH:26][C:25]([F:28])=[CH:24][CH:23]=2)[CH2:3][CH2:2]1.CC1(C)C(C)(C)OB([C:37]2[CH2:38][CH2:39][O:40][CH2:41][CH:42]=2)O1, predict the reaction product. The product is: [CH:1]1([C:4]2[CH:9]=[C:8]([C:10]([O:12][CH3:13])=[O:11])[C:7]([CH:37]3[CH2:42][CH2:41][O:40][CH2:39][CH2:38]3)=[CH:6][C:5]=2[C:22]2[CH:27]=[CH:26][C:25]([F:28])=[CH:24][CH:23]=2)[CH2:2][CH2:3]1. (4) Given the reactants C([O:8][N:9]([CH2:12][C@@H:13]([CH2:17][CH2:18][CH2:19][CH3:20])[C:14]([OH:16])=O)[CH:10]=[O:11])C1C=CC=CC=1.[CH3:21][N:22]1[C:26]2[CH:27]=[N:28][CH:29]=[CH:30][C:25]=2[N:24]=[C:23]1[C@@H:31]1[CH2:35][CH2:34][CH2:33][NH:32]1, predict the reaction product. The product is: [OH:8][N:9]([CH2:12][CH:13]([C:14]([N:32]1[CH2:33][CH2:34][CH2:35][CH:31]1[C:23]1[N:22]([CH3:21])[C:26]2[CH:27]=[N:28][CH:29]=[CH:30][C:25]=2[N:24]=1)=[O:16])[CH2:17][CH2:18][CH2:19][CH3:20])[CH:10]=[O:11]. (5) Given the reactants [CH2:1]=O.[CH2:3]1[CH2:9][O:8][CH2:7][CH2:6][NH:5][CH2:4]1.Cl.[CH3:11][C:12]1[CH:13]=[C:14]2[N:19]([CH:20]=1)[N:18]=[CH:17][N:16]=[C:15]2[NH2:21], predict the reaction product. The product is: [CH3:11][C:12]1[CH:13]=[C:14]2[N:19]([C:20]=1[CH2:1][N:5]1[CH2:4][CH2:3][CH2:9][O:8][CH2:7][CH2:6]1)[N:18]=[CH:17][N:16]=[C:15]2[NH2:21]. (6) Given the reactants [CH2:1]([C:3]1[N:12]=[C:11](O)[C:10]2[C:5](=[CH:6][C:7]([O:16][CH3:17])=[C:8]([O:14][CH3:15])[CH:9]=2)[N:4]=1)[CH3:2].[CH3:18][N:19]([CH3:22])[CH:20]=O, predict the reaction product. The product is: [CH2:1]([C:3]1[N:12]=[C:11]([N:12]2[CH2:3][CH2:20][N:19]([C:22]3[CH:10]=[CH:5][CH:6]=[CH:7][C:8]=3[O:14][CH3:15])[CH2:18][CH2:11]2)[C:10]2[C:5](=[CH:6][C:7]([O:16][CH3:17])=[C:8]([O:14][CH3:15])[CH:9]=2)[N:4]=1)[CH3:2]. (7) Given the reactants CN.[O:3]=[C:4]1[N:8]([C:9]2[CH:14]=[CH:13][C:12]([N:15]3[CH2:20][CH2:19][O:18][CH2:17][C:16]3=[O:21])=[CH:11][CH:10]=2)[CH2:7][C@H:6]([CH2:22][N:23]2C(=O)C3C(=CC=CC=3)C2=O)[O:5]1.[S:34](=[O:38])(=[O:37])([OH:36])[OH:35], predict the reaction product. The product is: [S:34]([OH:38])([OH:37])(=[O:36])=[O:35].[NH2:23][CH2:22][C@@H:6]1[O:5][C:4](=[O:3])[N:8]([C:9]2[CH:14]=[CH:13][C:12]([N:15]3[CH2:20][CH2:19][O:18][CH2:17][C:16]3=[O:21])=[CH:11][CH:10]=2)[CH2:7]1. (8) Given the reactants CC1(C)C(C)(C)OB([C:9]2[CH:14]=[CH:13][N:12]=[C:11]([NH:15][C:16]([CH:18]3[CH2:20][CH2:19]3)=[O:17])[CH:10]=2)O1.Br[C:23]1[C:24]([C:31]2[CH:36]=[CH:35][C:34]([F:37])=[CH:33][CH:32]=2)=[N:25][N:26]2[CH2:30][CH2:29][O:28][C:27]=12.C(=O)([O-])[O-].[Na+].[Na+], predict the reaction product. The product is: [F:37][C:34]1[CH:33]=[CH:32][C:31]([C:24]2[C:23]([C:9]3[CH:14]=[CH:13][N:12]=[C:11]([NH:15][C:16]([CH:18]4[CH2:19][CH2:20]4)=[O:17])[CH:10]=3)=[C:27]3[O:28][CH2:29][CH2:30][N:26]3[N:25]=2)=[CH:36][CH:35]=1. (9) Given the reactants [OH:1][CH2:2][C:3]([CH3:7])([CH3:6])[C:4]#[N:5].[H-].[Na+].[CH2:10](Br)[C:11]1[CH:16]=[CH:15][CH:14]=[CH:13][CH:12]=1.[Cl-].[NH4+], predict the reaction product. The product is: [CH2:10]([O:1][CH2:2][C:3]([CH3:7])([CH3:6])[C:4]#[N:5])[C:11]1[CH:16]=[CH:15][CH:14]=[CH:13][CH:12]=1. (10) Given the reactants [C:1]([O:5][C:6](=[O:13])[C:7]([CH3:12])([CH3:11])[C:8]([OH:10])=[O:9])([CH3:4])([CH3:3])[CH3:2].[CH3:14][C:15]([CH3:19])([CH3:18])[CH2:16]O.ClCCl.CCN=C=NCCCN(C)C, predict the reaction product. The product is: [CH3:14][C:15]([CH3:19])([CH3:18])[CH2:16][O:9][C:8](=[O:10])[C:7]([CH3:12])([CH3:11])[C:6]([O:5][C:1]([CH3:4])([CH3:2])[CH3:3])=[O:13].